Dataset: Reaction yield outcomes from USPTO patents with 853,638 reactions. Task: Predict the reaction yield, written as a fraction of the theoretical maximum amount of product (1.0 means a 100% yield; for example, 0.34 means a 34% yield). The reactants are [Cl:1][C:2]1[CH:10]=[C:9]2[C:5]([CH:6]=[CH:7][N:8]2[CH2:11][C:12]([OH:14])=O)=[CH:4][CH:3]=1.CN(C(ON1N=NC2C=CC=NC1=2)=[N+](C)C)C.F[P-](F)(F)(F)(F)F.[OH:39][C:40]1([C:46]2[CH:51]=[CH:50][C:49]([S:52]([NH:55][C:56]3[S:57][CH:58]=[CH:59][N:60]=3)(=[O:54])=[O:53])=[CH:48][CH:47]=2)[CH2:45][CH2:44][NH:43][CH2:42][CH2:41]1.C([O-])(O)=O.[Na+]. The catalyst is CN(C=O)C. The product is [Cl:1][C:2]1[CH:10]=[C:9]2[C:5]([CH:6]=[CH:7][N:8]2[CH2:11][C:12]([N:43]2[CH2:42][CH2:41][C:40]([C:46]3[CH:51]=[CH:50][C:49]([S:52]([NH:55][C:56]4[S:57][CH:58]=[CH:59][N:60]=4)(=[O:53])=[O:54])=[CH:48][CH:47]=3)([OH:39])[CH2:45][CH2:44]2)=[O:14])=[CH:4][CH:3]=1. The yield is 0.520.